Dataset: Full USPTO retrosynthesis dataset with 1.9M reactions from patents (1976-2016). Task: Predict the reactants needed to synthesize the given product. (1) The reactants are: S(S([O-])=O)([O-])=O.[Na+].[Na+].[NH:9]([C:16]1[C:21]([Br:22])=[CH:20][N:19]=[C:18]([NH:23][C:24]2[CH:29]=[CH:28][C:27]([N+:30]([O-])=O)=[CH:26][CH:25]=2)[N:17]=1)[C:10]1[CH:15]=[CH:14][CH:13]=[CH:12][CH:11]=1.C(O)C. Given the product [NH2:30][C:27]1[CH:28]=[CH:29][C:24]([NH:23][C:18]2[N:17]=[C:16]([NH:9][C:10]3[CH:15]=[CH:14][CH:13]=[CH:12][CH:11]=3)[C:21]([Br:22])=[CH:20][N:19]=2)=[CH:25][CH:26]=1, predict the reactants needed to synthesize it. (2) Given the product [CH3:1][C:2]1[C:3]([C:11]2[CH:16]=[CH:15][C:14]([OH:17])=[CH:13][CH:12]=2)=[CH:4][N:5]2[C:10]=1[CH:9]=[CH:8][CH:7]=[CH:6]2, predict the reactants needed to synthesize it. The reactants are: [CH3:1][C:2]1[C:3]([C:11]2[CH:16]=[CH:15][C:14]([O:17]C)=[CH:13][CH:12]=2)=[CH:4][N:5]2[C:10]=1[CH:9]=[CH:8][CH:7]=[CH:6]2.Br. (3) Given the product [CH2:1]([O:3][C:4]([C:6]1[N:7]([CH3:16])[N:8]=[CH:9][C:10]=1[C:11]([OH:13])=[O:12])=[O:5])[CH3:2], predict the reactants needed to synthesize it. The reactants are: [CH2:1]([O:3][C:4]([C:6]1[N:7]([CH3:16])[N:8]=[CH:9][C:10]=1[C:11]([O:13]CC)=[O:12])=[O:5])[CH3:2].[OH-].[Na+]. (4) Given the product [NH:8]1[CH2:9][CH:10]([N:12]([CH2:15][C:16]2[CH:17]=[C:18]([C:22]3[CH:27]=[CH:26][N:25]=[C:24]([NH:29][CH2:30][CH2:31][C:32]4[CH:37]=[CH:36][C:35]([OH:38])=[CH:34][CH:33]=4)[N:23]=3)[CH:19]=[CH:20][CH:21]=2)[CH2:13][CH3:14])[CH2:11]1, predict the reactants needed to synthesize it. The reactants are: C(OC([N:8]1[CH2:11][CH:10]([N:12]([CH2:15][C:16]2[CH:21]=[CH:20][CH:19]=[C:18]([C:22]3[CH:27]=[CH:26][N:25]=[C:24](Cl)[N:23]=3)[CH:17]=2)[CH2:13][CH3:14])[CH2:9]1)=O)(C)(C)C.[NH2:29][CH2:30][CH2:31][C:32]1[CH:37]=[CH:36][C:35]([OH:38])=[CH:34][CH:33]=1.